Task: Regression/Classification. Given a drug SMILES string, predict its absorption, distribution, metabolism, or excretion properties. Task type varies by dataset: regression for continuous measurements (e.g., permeability, clearance, half-life) or binary classification for categorical outcomes (e.g., BBB penetration, CYP inhibition). Dataset: cyp2c9_veith.. Dataset: CYP2C9 inhibition data for predicting drug metabolism from PubChem BioAssay (1) The drug is COc1cccc(NC(=O)COC(=O)c2nc3nccc(C)n3n2)c1. The result is 0 (non-inhibitor). (2) The compound is Cc1ccc(NC(=O)C2C3CCCC2C3c2ccccc2)cc1C. The result is 0 (non-inhibitor).